Dataset: Forward reaction prediction with 1.9M reactions from USPTO patents (1976-2016). Task: Predict the product of the given reaction. (1) Given the reactants [CH3:1][O:2][NH:3][C:4]([C:6]1[C:7](=[O:37])[C:8]2[CH:13]=[N:12][C:11]([NH:14][C:15]3[CH:20]=[CH:19][C:18]([CH:21]4[CH2:26][CH2:25][NH:24][CH2:23][CH2:22]4)=[CH:17][CH:16]=3)=[N:10][C:9]=2[N:27]([C:29]2[CH:34]=[CH:33][C:32]([CH2:35][CH3:36])=[CH:31][CH:30]=2)[CH:28]=1)=[O:5].Br[CH2:39][CH2:40][OH:41].C(N(CC)CC)C.O, predict the reaction product. The product is: [CH3:1][O:2][NH:3][C:4]([C:6]1[C:7](=[O:37])[C:8]2[CH:13]=[N:12][C:11]([NH:14][C:15]3[CH:16]=[CH:17][C:18]([CH:21]4[CH2:26][CH2:25][N:24]([CH2:39][CH2:40][OH:41])[CH2:23][CH2:22]4)=[CH:19][CH:20]=3)=[N:10][C:9]=2[N:27]([C:29]2[CH:34]=[CH:33][C:32]([CH2:35][CH3:36])=[CH:31][CH:30]=2)[CH:28]=1)=[O:5]. (2) Given the reactants [CH2:1]([C@H:8]([NH:21][C:22](=[O:28])[O:23][C:24]([CH3:27])([CH3:26])[CH3:25])[CH2:9][C@H:10]([OH:20])[C@@H:11]([NH2:19])[CH2:12][C:13]1[CH:18]=[CH:17][CH:16]=[CH:15][CH:14]=1)[C:2]1[CH:7]=[CH:6][CH:5]=[CH:4][CH:3]=1.[CH3:29][C:30]1[CH:40]=[CH:39][CH:38]=[C:37]([CH3:41])[C:31]=1[O:32][CH2:33][C:34](O)=[O:35].ON1C2C=CC=CC=2N=N1.CN1CCOCC1, predict the reaction product. The product is: [CH2:1]([C@H:8]([NH:21][C:22](=[O:28])[O:23][C:24]([CH3:25])([CH3:27])[CH3:26])[CH2:9][C@H:10]([OH:20])[C@@H:11]([NH:19][C:34](=[O:35])[CH2:33][O:32][C:31]1[C:30]([CH3:29])=[CH:40][CH:39]=[CH:38][C:37]=1[CH3:41])[CH2:12][C:13]1[CH:14]=[CH:15][CH:16]=[CH:17][CH:18]=1)[C:2]1[CH:7]=[CH:6][CH:5]=[CH:4][CH:3]=1. (3) Given the reactants [NH:1]1[C:5]2=[N:6][CH:7]=[CH:8][CH:9]=[C:4]2[C:3]([CH2:10][CH2:11][NH2:12])=[CH:2]1.[CH3:13][O:14][C:15]1[CH:16]=[C:17]([CH:21]=[CH:22][CH:23]=1)[C:18](O)=[O:19].ON1C2N=CC=CC=2N=N1.C(N=C=NCCCN(C)C)C.C(=O)([O-])O.[Na+], predict the reaction product. The product is: [CH3:13][O:14][C:15]1[CH:16]=[C:17]([CH:21]=[CH:22][CH:23]=1)[C:18]([NH:12][CH2:11][CH2:10][C:3]1[C:4]2[C:5](=[N:6][CH:7]=[CH:8][CH:9]=2)[NH:1][CH:2]=1)=[O:19].